This data is from Forward reaction prediction with 1.9M reactions from USPTO patents (1976-2016). The task is: Predict the product of the given reaction. (1) Given the reactants [C:1]1(=O)[CH2:6][CH2:5][CH2:4][C:3](=[O:7])[CH2:2]1.Cl.[NH:10]([CH2:12][C:13]([O:15][CH2:16][CH3:17])=[O:14])[NH2:11].[CH3:18]OC(N(C)C)OC, predict the reaction product. The product is: [CH2:16]([O:15][C:13](=[O:14])[CH2:12][N:10]1[C:1]2[CH2:6][CH2:5][CH2:4][C:3](=[O:7])[C:2]=2[CH:18]=[N:11]1)[CH3:17]. (2) Given the reactants [CH:1]1([C:7]([C:21]2[CH:26]=[CH:25][CH:24]=[CH:23][CH:22]=2)([C:9]2[N:13]=[CH:12][N:11]([CH2:14][CH:15]3[CH2:20][CH2:19][NH:18][CH2:17][CH2:16]3)[N:10]=2)[OH:8])[CH2:6][CH2:5][CH2:4][CH2:3][CH2:2]1.Br[CH2:28][CH2:29][CH2:30][CH2:31][CH2:32][CH2:33][CH2:34][CH2:35][CH2:36][N:37]([C:45]([O:47][C:48]([CH3:51])([CH3:50])[CH3:49])=[O:46])[C:38]([O:40][C:41]([CH3:44])([CH3:43])[CH3:42])=[O:39], predict the reaction product. The product is: [C:41]([O:40][C:38]([N:37]([CH2:36][CH2:35][CH2:34][CH2:33][CH2:32][CH2:31][CH2:30][CH2:29][CH2:28][N:18]1[CH2:19][CH2:20][CH:15]([CH2:14][N:11]2[CH:12]=[N:13][C:9]([C:7]([CH:1]3[CH2:6][CH2:5][CH2:4][CH2:3][CH2:2]3)([OH:8])[C:21]3[CH:26]=[CH:25][CH:24]=[CH:23][CH:22]=3)=[N:10]2)[CH2:16][CH2:17]1)[C:45]([O:47][C:48]([CH3:49])([CH3:50])[CH3:51])=[O:46])=[O:39])([CH3:44])([CH3:43])[CH3:42]. (3) Given the reactants C([NH:11][CH2:12][CH2:13][CH2:14][CH2:15][C:16]1[CH:21]=[CH:20][CH:19]=[CH:18][C:17]=1[O:22][CH2:23][C@H:24]([OH:27])[CH2:25][OH:26])(OCC1C=CC=CC=1)=O, predict the reaction product. The product is: [OH:27][C@H:24]([CH2:25][OH:26])[CH2:23][O:22][C:17]1[CH:18]=[CH:19][CH:20]=[CH:21][C:16]=1[CH2:15][CH2:14][CH2:13][CH2:12][NH2:11].